From a dataset of Reaction yield outcomes from USPTO patents with 853,638 reactions. Predict the reaction yield, written as a fraction of the theoretical maximum amount of product (1.0 means a 100% yield; for example, 0.34 means a 34% yield). (1) The reactants are [C:1]([C:3](=[CH:7][CH:8]([CH3:10])[CH3:9])[C:4]([OH:6])=O)#[N:2].[NH:11]1[CH2:14][CH2:13][CH:12]1[CH2:15][N:16]1[C:20]2=[N:21][CH:22]=[N:23][C:24]([NH2:25])=[C:19]2[C:18]([C:26]2[CH:31]=[CH:30][C:29]([O:32][C:33]3[CH:38]=[CH:37][CH:36]=[CH:35][CH:34]=3)=[CH:28][C:27]=2[F:39])=[N:17]1.C1CN([P+](ON2N=NC3C=CC=NC2=3)(N2CCCC2)N2CCCC2)CC1.F[P-](F)(F)(F)(F)F. The catalyst is C(Cl)Cl. The yield is 0.398. The product is [NH2:25][C:24]1[N:23]=[CH:22][N:21]=[C:20]2[N:16]([CH2:15][CH:12]3[CH2:13][CH2:14][N:11]3[C:4]([C:3](=[CH:7][CH:8]([CH3:10])[CH3:9])[C:1]#[N:2])=[O:6])[N:17]=[C:18]([C:26]3[CH:31]=[CH:30][C:29]([O:32][C:33]4[CH:34]=[CH:35][CH:36]=[CH:37][CH:38]=4)=[CH:28][C:27]=3[F:39])[C:19]=12. (2) The reactants are [CH2:1]([N:8]([CH2:15][C:16]1[CH:21]=[CH:20][CH:19]=[CH:18][CH:17]=1)[CH2:9][CH2:10][C:11]([CH3:14])(O)[CH3:12])[C:2]1[CH:7]=[CH:6][CH:5]=[CH:4][CH:3]=1.C(N(S(F)(F)[F:28])CC)C.C([O-])(O)=O.[Na+]. The catalyst is C(Cl)Cl. The product is [CH2:1]([N:8]([CH2:15][C:16]1[CH:21]=[CH:20][CH:19]=[CH:18][CH:17]=1)[CH2:9][CH2:10][C:11]([F:28])([CH3:14])[CH3:12])[C:2]1[CH:7]=[CH:6][CH:5]=[CH:4][CH:3]=1. The yield is 0.400. (3) The reactants are [CH3:1][N:2]([CH3:25])[C@H:3]1[CH2:7][CH2:6][N:5]([C:8]2[C:13]([C:14]3[CH:19]=[CH:18][CH:17]=[CH:16][CH:15]=3)=[CH:12][C:11]([C:20]#[N:21])=[C:10]([N+:22]([O-])=O)[CH:9]=2)[CH2:4]1.C(O)(=O)C.O.O.[Sn](Cl)Cl.[OH-].[Na+]. The catalyst is Cl.C(OCC)(=O)C.CO. The product is [NH2:22][C:10]1[CH:9]=[C:8]([N:5]2[CH2:6][CH2:7][C@H:3]([N:2]([CH3:1])[CH3:25])[CH2:4]2)[C:13]([C:14]2[CH:15]=[CH:16][CH:17]=[CH:18][CH:19]=2)=[CH:12][C:11]=1[C:20]#[N:21]. The yield is 0.900. (4) The reactants are [C:1]1([NH:7][C:8]([CH:10]2[CH2:15][CH2:14][CH2:13][N:12]([C:16]([C:18]3([C:22]4[CH:27]=[CH:26][C:25]([Cl:28])=[CH:24][CH:23]=4)[CH2:21][CH2:20][CH2:19]3)=O)[CH2:11]2)=O)[CH:6]=[CH:5][CH:4]=[CH:3][CH:2]=1.COCCO[AlH2-]OCCOC.[Na+]. The catalyst is C1(C)C=CC=CC=1. The product is [Cl:28][C:25]1[CH:24]=[CH:23][C:22]([C:18]2([CH2:16][N:12]3[CH2:13][CH2:14][CH2:15][CH:10]([CH2:8][NH:7][C:1]4[CH:2]=[CH:3][CH:4]=[CH:5][CH:6]=4)[CH2:11]3)[CH2:19][CH2:20][CH2:21]2)=[CH:27][CH:26]=1. The yield is 0.910. (5) The catalyst is C(O)C. The product is [CH3:17][C:15]1[CH:14]=[N:11][C:5]2[C:6](=[CH:7][CH:8]=[CH:9][C:4]=2[N+:1]([O-:3])=[O:2])[N:10]=1. The yield is 0.670. The reactants are [N+:1]([C:4]1[C:5]([NH2:11])=[C:6]([NH2:10])[CH:7]=[CH:8][CH:9]=1)([O-:3])=[O:2].[OH-].[K+].[CH3:14][C:15]([CH:17]=O)=O.O.